From a dataset of Catalyst prediction with 721,799 reactions and 888 catalyst types from USPTO. Predict which catalyst facilitates the given reaction. (1) Reactant: [CH2:1]([O:3][C:4]1[CH:9]=[CH:8][C:7]([C:10](=[O:16])[CH2:11][CH2:12][C:13]([OH:15])=O)=[CH:6][CH:5]=1)[CH3:2].[C:17]1([C:23]2[C:32]3[C:27](=[CH:28][CH:29]=[CH:30][CH:31]=3)[N:26]=[C:25]([NH2:33])[CH:24]=2)[CH:22]=[CH:21][CH:20]=[CH:19][CH:18]=1.CCN=C=NCCCN(C)C.C1C=CC2N(O)N=NC=2C=1. The catalyst class is: 618. Product: [CH2:1]([O:3][C:4]1[CH:5]=[CH:6][C:7]([C:10](=[O:16])[CH2:11][CH2:12][C:13]([NH:33][C:25]2[CH:24]=[C:23]([C:17]3[CH:22]=[CH:21][CH:20]=[CH:19][CH:18]=3)[C:32]3[C:27](=[CH:28][CH:29]=[CH:30][CH:31]=3)[N:26]=2)=[O:15])=[CH:8][CH:9]=1)[CH3:2]. (2) Product: [C:11]([CH2:10][C@H:9]([NH:5][C:6](=[O:8])[O:7][C:26]([CH3:29])([CH3:28])[CH3:27])[CH3:13])#[N:12]. The catalyst class is: 16. Reactant: CC([N:5]([C@H:9]([CH3:13])[CH2:10][C:11]#[N:12])[C:6](=[O:8])[O-:7])(C)C.CS(OC[C@H](NC(O[C:26]([CH3:29])([CH3:28])[CH3:27])=O)C)(=O)=O.[C-]#N.[Na+].O.